From a dataset of Forward reaction prediction with 1.9M reactions from USPTO patents (1976-2016). Predict the product of the given reaction. Given the reactants [Br-].N[N:3]1[CH2:7][NH+:6]([CH2:8][C:9]2[CH:14]=[C:13]([C:15]([CH3:19])([C:17]#[N:18])[CH3:16])[CH:12]=[C:11]([C:20]([C:23]#[N:24])([CH3:22])[CH3:21])[CH:10]=2)[N:5]=[CH:4]1.Cl.N([O-])=O.[Na+].C1CCCCC1, predict the reaction product. The product is: [CH3:22][C:20]([C:11]1[CH:10]=[C:9]([CH2:8][N:6]2[N:5]=[CH:4][N:3]=[CH:7]2)[CH:14]=[C:13]([C:15]([C:17]#[N:18])([CH3:16])[CH3:19])[CH:12]=1)([C:23]#[N:24])[CH3:21].